Dataset: Peptide-MHC class I binding affinity with 185,985 pairs from IEDB/IMGT. Task: Regression. Given a peptide amino acid sequence and an MHC pseudo amino acid sequence, predict their binding affinity value. This is MHC class I binding data. (1) The peptide sequence is HLMGWDYPK. The MHC is HLA-A33:01 with pseudo-sequence HLA-A33:01. The binding affinity (normalized) is 0.999. (2) The peptide sequence is LVFNSISAR. The MHC is HLA-A33:01 with pseudo-sequence HLA-A33:01. The binding affinity (normalized) is 0.358.